This data is from Peptide-MHC class I binding affinity with 185,985 pairs from IEDB/IMGT. The task is: Regression. Given a peptide amino acid sequence and an MHC pseudo amino acid sequence, predict their binding affinity value. This is MHC class I binding data. (1) The peptide sequence is MFLTSVINR. The MHC is HLA-A33:01 with pseudo-sequence HLA-A33:01. The binding affinity (normalized) is 1.00. (2) The peptide sequence is DESASKSASV. The MHC is HLA-B40:02 with pseudo-sequence HLA-B40:02. The binding affinity (normalized) is 0.344. (3) The peptide sequence is LSPFLPLLPI. The MHC is Patr-A0401 with pseudo-sequence Patr-A0401. The binding affinity (normalized) is 0. (4) The peptide sequence is KITTESIVIW. The MHC is HLA-B27:05 with pseudo-sequence HLA-B27:05. The binding affinity (normalized) is 0. (5) The peptide sequence is KLLNTRRRQL. The MHC is H-2-Db with pseudo-sequence H-2-Db. The binding affinity (normalized) is 0. (6) The MHC is HLA-A11:01 with pseudo-sequence HLA-A11:01. The peptide sequence is YSRVNHAKY. The binding affinity (normalized) is 0.0156. (7) The peptide sequence is ACREQQLPV. The MHC is HLA-A31:01 with pseudo-sequence HLA-A31:01. The binding affinity (normalized) is 0.0847.